From a dataset of Reaction yield outcomes from USPTO patents with 853,638 reactions. Predict the reaction yield, written as a fraction of the theoretical maximum amount of product (1.0 means a 100% yield; for example, 0.34 means a 34% yield). (1) The reactants are [NH2:1][CH2:2][CH2:3][CH2:4][OH:5].FC(F)(F)S(O[Si:12]([CH:19]([CH3:21])[CH3:20])([CH:16]([CH3:18])[CH3:17])[CH:13]([CH3:15])[CH3:14])(=O)=O.C(N(CC)CC)C.[C:31]([O:35][C:36](=[O:39])[CH2:37]Br)([CH3:34])([CH3:33])[CH3:32]. The catalyst is ClCCl. The product is [C:31]([O:35][C:36](=[O:39])[CH2:37][NH:1][CH2:2][CH2:3][CH2:4][O:5][Si:12]([CH:19]([CH3:21])[CH3:20])([CH:16]([CH3:18])[CH3:17])[CH:13]([CH3:15])[CH3:14])([CH3:34])([CH3:33])[CH3:32]. The yield is 0.250. (2) The product is [CH2:8]1[C:12]2([O:5][CH2:4][CH:3]([CH2:6][OH:7])[CH2:2][O:1]2)[CH2:11][CH2:10][CH2:9]1. The reactants are [OH:1][CH2:2][CH:3]([CH2:6][OH:7])[CH2:4][OH:5].[C:8]1(=O)[CH2:12][CH2:11][CH2:10][CH2:9]1. The yield is 0.870. No catalyst specified. (3) The reactants are Br[C:2]1[CH:7]=[C:6]([Cl:8])[CH:5]=[CH:4][C:3]=1[C:9]1[N:13]([CH2:14][CH:15]2[CH2:20][CH2:19][CH2:18][CH2:17][CH2:16]2)[C:12]2[CH:21]=[CH:22][CH:23]=[CH:24][C:11]=2[N:10]=1.[C:25]([C:27]1[CH:34]=[CH:33][C:30]([C:31]#[N:32])=[CH:29][CH:28]=1)#[CH:26].C(N(CC)CC)C. The catalyst is O1CCCC1.Cl[Pd](Cl)([P](C1C=CC=CC=1)(C1C=CC=CC=1)C1C=CC=CC=1)[P](C1C=CC=CC=1)(C1C=CC=CC=1)C1C=CC=CC=1.[Cu]I. The product is [Cl:8][C:6]1[CH:5]=[CH:4][C:3]([C:9]2[N:13]([CH2:14][CH:15]3[CH2:20][CH2:19][CH2:18][CH2:17][CH2:16]3)[C:12]3[CH:21]=[CH:22][CH:23]=[CH:24][C:11]=3[N:10]=2)=[C:2]([C:26]#[C:25][C:27]2[CH:34]=[CH:33][C:30]([C:31]#[N:32])=[CH:29][CH:28]=2)[CH:7]=1. The yield is 0.380. (4) The reactants are Cl.[NH2:2][CH2:3][CH2:4][N:5]1[C:14]2[C:9](=[C:10]([C:15]3[CH:16]=[C:17]4[C:22](=[CH:23][CH:24]=3)[N:21]([CH3:25])[C:20](=[O:26])[CH2:19][CH2:18]4)[CH:11]=[N:12][CH:13]=2)[CH2:8][CH2:7][CH2:6]1.CN(C(ON1N=NC2C=CC=CC1=2)=[N+](C)C)C.[B-](F)(F)(F)F.CCN(C(C)C)C(C)C.[C:58](O)(=[O:61])[CH2:59][CH3:60].C([O-])(O)=O.[Na+]. The catalyst is CN(C=O)C.CCOC(C)=O. The product is [CH3:25][N:21]1[C:22]2[C:17](=[CH:16][C:15]([C:10]3[CH:11]=[N:12][CH:13]=[C:14]4[C:9]=3[CH2:8][CH2:7][CH2:6][N:5]4[CH2:4][CH2:3][NH:2][C:58](=[O:61])[CH2:59][CH3:60])=[CH:24][CH:23]=2)[CH2:18][CH2:19][C:20]1=[O:26]. The yield is 0.590.